The task is: Regression. Given a peptide amino acid sequence and an MHC pseudo amino acid sequence, predict their binding affinity value. This is MHC class I binding data.. This data is from Peptide-MHC class I binding affinity with 185,985 pairs from IEDB/IMGT. (1) The peptide sequence is IVNAANIHLK. The MHC is HLA-A33:01 with pseudo-sequence HLA-A33:01. The binding affinity (normalized) is 0. (2) The peptide sequence is SVNCFTSLVWAPL. The MHC is HLA-C06:02 with pseudo-sequence HLA-C06:02. The binding affinity (normalized) is 0.152.